Dataset: NCI-60 drug combinations with 297,098 pairs across 59 cell lines. Task: Regression. Given two drug SMILES strings and cell line genomic features, predict the synergy score measuring deviation from expected non-interaction effect. (1) Drug 1: C1=NC(=NC(=O)N1C2C(C(C(O2)CO)O)O)N. Drug 2: CS(=O)(=O)OCCCCOS(=O)(=O)C. Cell line: HCT-15. Synergy scores: CSS=2.98, Synergy_ZIP=-5.23, Synergy_Bliss=1.84, Synergy_Loewe=-15.2, Synergy_HSA=-1.34. (2) Drug 1: CC1=C2C(C(=O)C3(C(CC4C(C3C(C(C2(C)C)(CC1OC(=O)C(C(C5=CC=CC=C5)NC(=O)OC(C)(C)C)O)O)OC(=O)C6=CC=CC=C6)(CO4)OC(=O)C)OC)C)OC. Drug 2: CC1OCC2C(O1)C(C(C(O2)OC3C4COC(=O)C4C(C5=CC6=C(C=C35)OCO6)C7=CC(=C(C(=C7)OC)O)OC)O)O. Cell line: PC-3. Synergy scores: CSS=46.6, Synergy_ZIP=6.73, Synergy_Bliss=4.42, Synergy_Loewe=6.46, Synergy_HSA=8.91. (3) Drug 1: C1=CN(C(=O)N=C1N)C2C(C(C(O2)CO)O)O.Cl. Drug 2: CCC1(C2=C(COC1=O)C(=O)N3CC4=CC5=C(C=CC(=C5CN(C)C)O)N=C4C3=C2)O.Cl. Cell line: BT-549. Synergy scores: CSS=30.3, Synergy_ZIP=-9.86, Synergy_Bliss=-8.34, Synergy_Loewe=0.644, Synergy_HSA=1.45. (4) Drug 1: CC12CCC(CC1=CCC3C2CCC4(C3CC=C4C5=CN=CC=C5)C)O. Drug 2: CC1CCC2CC(C(=CC=CC=CC(CC(C(=O)C(C(C(=CC(C(=O)CC(OC(=O)C3CCCCN3C(=O)C(=O)C1(O2)O)C(C)CC4CCC(C(C4)OC)O)C)C)O)OC)C)C)C)OC. Cell line: SK-MEL-2. Synergy scores: CSS=23.7, Synergy_ZIP=2.50, Synergy_Bliss=4.72, Synergy_Loewe=-11.1, Synergy_HSA=3.27. (5) Drug 1: C1CN1P(=S)(N2CC2)N3CC3. Drug 2: C1CN(P(=O)(OC1)NCCCl)CCCl. Cell line: SW-620. Synergy scores: CSS=6.26, Synergy_ZIP=-3.46, Synergy_Bliss=1.44, Synergy_Loewe=-10.8, Synergy_HSA=0.195. (6) Drug 1: CC12CCC3C(C1CCC2=O)CC(=C)C4=CC(=O)C=CC34C. Drug 2: CC(CN1CC(=O)NC(=O)C1)N2CC(=O)NC(=O)C2. Cell line: MALME-3M. Synergy scores: CSS=32.1, Synergy_ZIP=1.82, Synergy_Bliss=4.61, Synergy_Loewe=-11.5, Synergy_HSA=4.84. (7) Drug 1: CCC1=CC2CC(C3=C(CN(C2)C1)C4=CC=CC=C4N3)(C5=C(C=C6C(=C5)C78CCN9C7C(C=CC9)(C(C(C8N6C)(C(=O)OC)O)OC(=O)C)CC)OC)C(=O)OC. Drug 2: CC1(CCCN1)C2=NC3=C(C=CC=C3N2)C(=O)N. Cell line: HCT116. Synergy scores: CSS=42.2, Synergy_ZIP=2.93, Synergy_Bliss=3.73, Synergy_Loewe=-37.8, Synergy_HSA=4.38. (8) Drug 1: CC(C)(C#N)C1=CC(=CC(=C1)CN2C=NC=N2)C(C)(C)C#N. Drug 2: CC(C)NC(=O)C1=CC=C(C=C1)CNNC.Cl. Cell line: SNB-19. Synergy scores: CSS=-3.76, Synergy_ZIP=4.11, Synergy_Bliss=5.78, Synergy_Loewe=-0.0330, Synergy_HSA=-0.563. (9) Drug 1: CS(=O)(=O)CCNCC1=CC=C(O1)C2=CC3=C(C=C2)N=CN=C3NC4=CC(=C(C=C4)OCC5=CC(=CC=C5)F)Cl. Cell line: TK-10. Synergy scores: CSS=35.8, Synergy_ZIP=-8.59, Synergy_Bliss=-0.572, Synergy_Loewe=1.47, Synergy_HSA=1.97. Drug 2: C1CCC(C(C1)N)N.C(=O)(C(=O)[O-])[O-].[Pt+4]. (10) Drug 1: CCCCC(=O)OCC(=O)C1(CC(C2=C(C1)C(=C3C(=C2O)C(=O)C4=C(C3=O)C=CC=C4OC)O)OC5CC(C(C(O5)C)O)NC(=O)C(F)(F)F)O. Drug 2: CC(C)(C#N)C1=CC(=CC(=C1)CN2C=NC=N2)C(C)(C)C#N. Cell line: COLO 205. Synergy scores: CSS=41.5, Synergy_ZIP=-0.179, Synergy_Bliss=-4.33, Synergy_Loewe=-3.47, Synergy_HSA=-3.08.